Predict the reactants needed to synthesize the given product. From a dataset of Full USPTO retrosynthesis dataset with 1.9M reactions from patents (1976-2016). (1) Given the product [CH3:1][O:2][CH:3]([O:17][CH3:18])[C:4]1[CH:5]=[C:6]([CH:12]=[CH:13][C:14]=1[O:15][CH3:16])[C:7]([OH:9])=[O:8], predict the reactants needed to synthesize it. The reactants are: [CH3:1][O:2][CH:3]([O:17][CH3:18])[C:4]1[CH:5]=[C:6]([CH:12]=[CH:13][C:14]=1[O:15][CH3:16])[C:7]([O:9]CC)=[O:8].[OH-].[K+].Cl. (2) Given the product [Cl:1][C:2]1[N:7]=[CH:6][C:5]([C:8](=[CH:17][N:18]([CH3:20])[CH3:19])[C:9]([O:11][CH2:12][CH3:13])=[O:10])=[CH:4][CH:3]=1, predict the reactants needed to synthesize it. The reactants are: [Cl:1][C:2]1[N:7]=[CH:6][C:5]([CH2:8][C:9]([O:11][CH2:12][CH3:13])=[O:10])=[CH:4][CH:3]=1.C(O[CH:17](OCC)[N:18]([CH3:20])[CH3:19])C. (3) Given the product [CH2:7]([C@@H:9]([C:17]1[CH:22]=[CH:21][CH:20]=[C:19]([O:23][CH3:24])[CH:18]=1)[C@@H:10]([CH3:16])[CH2:11][N:13]([CH3:15])[CH3:14])[CH3:8], predict the reactants needed to synthesize it. The reactants are: [H-].[H-].[H-].[H-].[Al+3].[Li+].[CH2:7]([C@@H:9]([C:17]1[CH:22]=[CH:21][CH:20]=[C:19]([O:23][CH3:24])[CH:18]=1)[C@@H:10]([CH3:16])[C:11]([N:13]([CH3:15])[CH3:14])=O)[CH3:8]. (4) Given the product [C:18]([O:11][CH:7]([C:1]1[CH:6]=[CH:5][CH:4]=[CH:3][CH:2]=1)[CH2:8][C:9]#[CH:10])(=[O:20])[CH3:19], predict the reactants needed to synthesize it. The reactants are: [C:1]1([CH:7]([OH:11])[CH2:8][C:9]#[CH:10])[CH:6]=[CH:5][CH:4]=[CH:3][CH:2]=1.N1C=CC=CC=1.[C:18](OC(=O)C)(=[O:20])[CH3:19]. (5) The reactants are: [CH2:1]([N:3]1[CH2:8][CH2:7][CH:6]([CH:9]2[CH2:14][CH2:13][N:12](C(OCC3C=CC=CC=3)=O)[CH2:11][CH2:10]2)[CH2:5][CH2:4]1)[CH3:2].O.C(O)(=O)C.[H][H]. Given the product [CH2:1]([N:3]1[CH2:4][CH2:5][CH:6]([CH:9]2[CH2:14][CH2:13][NH:12][CH2:11][CH2:10]2)[CH2:7][CH2:8]1)[CH3:2], predict the reactants needed to synthesize it. (6) The reactants are: F[C:2]1[CH:11]=[C:10]([C:12]2[N:17]=[C:16]3[N:18]([CH2:21][C:22]4[CH:23]=[C:24]5[C:29](=[CH:30][CH:31]=4)[N:28]=[CH:27][CH:26]=[CH:25]5)[N:19]=[N:20][C:15]3=[CH:14][CH:13]=2)[CH:9]=[CH:8][C:3]=1C(NC)=O.[CH3:32][O:33][C:34](C1C=C(B(O)O)C=CC=1)=[O:35].C([O-])(=O)C.[K+]. Given the product [N:28]1[C:29]2[C:24](=[CH:23][C:22]([CH2:21][N:18]3[C:16]4=[N:17][C:12]([C:10]5[CH:11]=[C:2]([CH:3]=[CH:8][CH:9]=5)[C:34]([O:33][CH3:32])=[O:35])=[CH:13][CH:14]=[C:15]4[N:20]=[N:19]3)=[CH:31][CH:30]=2)[CH:25]=[CH:26][CH:27]=1, predict the reactants needed to synthesize it. (7) Given the product [CH2:39]([C@@H:10]1[O:9][C@@H:8]([C:4]2[CH:5]=[CH:6][CH:7]=[C:2]([Cl:1])[CH:3]=2)[C@:13]([C:15]2[CH:20]=[CH:19][C:18]([Cl:21])=[CH:17][CH:16]=2)([CH3:14])[N:12]([CH2:22][CH:23]2[CH2:24][CH2:25]2)[C:11]1=[O:26])[CH:38]=[CH2:37], predict the reactants needed to synthesize it. The reactants are: [Cl:1][C:2]1[CH:3]=[C:4]([C@H:8]2[C@:13]([C:15]3[CH:20]=[CH:19][C:18]([Cl:21])=[CH:17][CH:16]=3)([CH3:14])[N:12]([CH2:22][CH:23]3[CH2:25][CH2:24]3)[C:11](=[O:26])[CH2:10][O:9]2)[CH:5]=[CH:6][CH:7]=1.C[Si]([N-][Si](C)(C)C)(C)C.[Li+].[CH2:37](Br)[CH:38]=[CH2:39].